This data is from Full USPTO retrosynthesis dataset with 1.9M reactions from patents (1976-2016). The task is: Predict the reactants needed to synthesize the given product. Given the product [CH2:12]([NH:11][C:8]1[CH:9]=[CH:10][C:5]2[N:6]([C:2]([C:21]3[CH:20]=[C:19]4[C:24](=[CH:23][CH:22]=3)[NH:16][N:17]=[CH:18]4)=[CH:3][N:4]=2)[N:7]=1)[CH2:13][CH2:14][CH3:15], predict the reactants needed to synthesize it. The reactants are: Br[C:2]1[N:6]2[N:7]=[C:8]([NH:11][CH2:12][CH2:13][CH2:14][CH3:15])[CH:9]=[CH:10][C:5]2=[N:4][CH:3]=1.[NH:16]1[C:24]2[C:19](=[CH:20][C:21](B3OC(C)(C)C(C)(C)O3)=[CH:22][CH:23]=2)[CH:18]=[N:17]1.C(=O)([O-])[O-].[K+].[K+].C(#N)C.